This data is from Reaction yield outcomes from USPTO patents with 853,638 reactions. The task is: Predict the reaction yield, written as a fraction of the theoretical maximum amount of product (1.0 means a 100% yield; for example, 0.34 means a 34% yield). (1) The reactants are [CH3:1][O:2][C:3]1[CH:4]=[C:5]2[C:9](=[CH:10][CH:11]=1)[N:8]([CH3:12])[CH:7]=[C:6]2[C:13]1[N:25]([CH2:26][O:27][CH2:28][CH2:29][Si:30]([CH3:33])([CH3:32])[CH3:31])[C:16]2=[N:17][CH:18]=[C:19]([CH2:21][NH:22][CH:23]=O)[N:20]=[C:15]2[CH:14]=1.COC1C=CC(P2(SP(C3C=CC(OC)=CC=3)(=S)S2)=S)=CC=1. The catalyst is O1CCOCC1.CCOC(C)=O. The product is [CH3:1][O:2][C:3]1[CH:4]=[C:5]2[C:9](=[CH:10][CH:11]=1)[N:8]([CH3:12])[CH:7]=[C:6]2[C:13]1[N:25]([CH2:26][O:27][CH2:28][CH2:29][Si:30]([CH3:32])([CH3:31])[CH3:33])[C:16]2[N:17]=[CH:18][C:19]3[N:20]([CH:23]=[N:22][CH:21]=3)[C:15]=2[CH:14]=1. The yield is 0.490. (2) The reactants are [CH3:1][O:2][C:3]1[CH:8]=[CH:7][C:6]([C:9]2[N:10]=[C:11](Cl)[C:12]3[C:17]([CH:18]=2)=[CH:16][CH:15]=[CH:14][CH:13]=3)=[CH:5][CH:4]=1.[Cl-].[NH4+].O1CCC[CH2:23]1. The catalyst is Cl[Ni]Cl. The product is [CH3:1][O:2][C:3]1[CH:8]=[CH:7][C:6]([C:9]2[N:10]=[C:11]([CH3:23])[C:12]3[C:17]([CH:18]=2)=[CH:16][CH:15]=[CH:14][CH:13]=3)=[CH:5][CH:4]=1. The yield is 1.00. (3) The reactants are Br[C:2]1[CH:3]=[C:4]([C:16]([NH:18][CH2:19][C:20]2[C:21](=[O:28])[NH:22][C:23]([CH3:27])=[CH:24][C:25]=2[CH3:26])=[O:17])[C:5]2[CH:6]=[N:7][N:8]([CH:11]3[CH2:15][CH2:14][CH2:13][CH2:12]3)[C:9]=2[CH:10]=1.[CH:29]([C:31]1[O:35][C:34](B(O)O)=[CH:33][CH:32]=1)=[O:30].C([O-])([O-])=O.[Cs+].[Cs+]. The catalyst is O1CCOCC1.O.C1C=CC([P]([Pd]([P](C2C=CC=CC=2)(C2C=CC=CC=2)C2C=CC=CC=2)([P](C2C=CC=CC=2)(C2C=CC=CC=2)C2C=CC=CC=2)[P](C2C=CC=CC=2)(C2C=CC=CC=2)C2C=CC=CC=2)(C2C=CC=CC=2)C2C=CC=CC=2)=CC=1. The product is [CH:11]1([N:8]2[C:9]3[CH:10]=[C:2]([C:34]4[O:35][C:31]([CH:29]=[O:30])=[CH:32][CH:33]=4)[CH:3]=[C:4]([C:16]([NH:18][CH2:19][C:20]4[C:21](=[O:28])[NH:22][C:23]([CH3:27])=[CH:24][C:25]=4[CH3:26])=[O:17])[C:5]=3[CH:6]=[N:7]2)[CH2:15][CH2:14][CH2:13][CH2:12]1. The yield is 0.434.